Dataset: Full USPTO retrosynthesis dataset with 1.9M reactions from patents (1976-2016). Task: Predict the reactants needed to synthesize the given product. (1) Given the product [OH:12][CH:8]1[CH2:9][CH2:10][CH2:11][CH:7]1[C:2]1[CH:3]=[CH:4][CH:5]=[CH:6][N:1]=1, predict the reactants needed to synthesize it. The reactants are: [N:1]1[CH:6]=[CH:5][CH:4]=[CH:3][C:2]=1[CH:7]1[CH2:11][CH2:10][CH2:9][C:8]1=[O:12].C(O)C.[Na].C(O)(=O)C. (2) Given the product [CH3:23][C:6]1[N:7]([CH2:17][C:18]([O:20][CH2:21][CH3:22])=[O:19])[C:8]2[CH2:9][C:10]([CH3:16])([CH3:15])[CH2:11][C:12](=[O:14])[C:13]=2[C:5]=1[CH2:4][C:3]1[CH:24]=[CH:25][CH:26]=[CH:27][C:2]=1[NH:1][S:40]([C:37]1[CH:38]=[CH:39][C:34]([CH3:44])=[CH:35][CH:36]=1)(=[O:42])=[O:41], predict the reactants needed to synthesize it. The reactants are: [NH2:1][C:2]1[CH:27]=[CH:26][CH:25]=[CH:24][C:3]=1[CH2:4][C:5]1[C:13]2[C:12](=[O:14])[CH2:11][C:10]([CH3:16])([CH3:15])[CH2:9][C:8]=2[N:7]([CH2:17][C:18]([O:20][CH2:21][CH3:22])=[O:19])[C:6]=1[CH3:23].N1C=CC=CC=1.[C:34]1([CH3:44])[CH:39]=[CH:38][C:37]([S:40](Cl)(=[O:42])=[O:41])=[CH:36][CH:35]=1.O. (3) Given the product [Cl:5][C:6]1[CH:7]=[CH:8][C:9]2[NH:15][C:14](=[O:27])[C@@H:13]([CH2:28][C:29]([O:31][CH2:32][CH3:33])=[O:30])[O:12][C@H:11]([C:34]3[CH:39]=[CH:38][CH:37]=[C:36]([O:40][C:41]([F:43])([F:44])[F:42])[C:35]=3[O:45][CH3:46])[C:10]=2[CH:47]=1, predict the reactants needed to synthesize it. The reactants are: CC(C)=O.[Cl:5][C:6]1[CH:7]=[CH:8][C:9]2[N:15](CC3C=CC(OC)=CC=3OC)[C:14](=[O:27])[C@@H:13]([CH2:28][C:29]([O:31][CH2:32][CH3:33])=[O:30])[O:12][C@H:11]([C:34]3[CH:39]=[CH:38][CH:37]=[C:36]([O:40][C:41]([F:44])([F:43])[F:42])[C:35]=3[O:45][CH3:46])[C:10]=2[CH:47]=1.O.